This data is from Forward reaction prediction with 1.9M reactions from USPTO patents (1976-2016). The task is: Predict the product of the given reaction. (1) Given the reactants [CH2:1]([N:4]([CH2:17][C:18]([OH:20])=O)[NH:5][C:6](=[O:16])[NH:7][C@@H:8]([C:10]1[CH:15]=[CH:14][CH:13]=[CH:12][CH:11]=1)[CH3:9])[CH:2]=[CH2:3].[NH2:21][C@@H:22]([CH2:46][C:47]1[CH:52]=[CH:51][C:50]([O:53][C:54]([CH3:57])([CH3:56])[CH3:55])=[CH:49][CH:48]=1)[C:23]([N:25]([C@@H:37]([CH3:45])[CH:38]([O:42][CH2:43][CH3:44])[O:39][CH2:40][CH3:41])[CH2:26][C:27]1[CH:28]=[CH:29][CH:30]=[C:31]2[C:36]=1[N:35]=[CH:34][CH:33]=[CH:32]2)=[O:24], predict the reaction product. The product is: [CH2:1]([N:4]([CH2:17][C:18]([NH:21][C@@H:22]([CH2:46][C:47]1[CH:52]=[CH:51][C:50]([O:53][C:54]([CH3:57])([CH3:56])[CH3:55])=[CH:49][CH:48]=1)[C:23]([N:25]([C@@H:37]([CH3:45])[CH:38]([O:39][CH2:40][CH3:41])[O:42][CH2:43][CH3:44])[CH2:26][C:27]1[CH:28]=[CH:29][CH:30]=[C:31]2[C:36]=1[N:35]=[CH:34][CH:33]=[CH:32]2)=[O:24])=[O:20])[NH:5][C:6]([NH:7][C@@H:8]([C:10]1[CH:11]=[CH:12][CH:13]=[CH:14][CH:15]=1)[CH3:9])=[O:16])[CH:2]=[CH2:3]. (2) Given the reactants OC(C1C=CC([O:8][CH2:9][CH2:10][O:11]C(=O)C(C)=C)=CC=1)C.CC1(CC(=C)C([O-])=O)[CH:27]2[CH2:28][CH:23]3[CH2:24][CH:25](CC1C3)[CH2:26]2.[OH:36][C:37]12[CH2:46]C3CC(CC(CC(=C)C([O-])=O)(C3)[CH2:38]1)[CH2:44]2.C[O:64][C:62](=[O:63])[C:61](N=N[C:61](C)(C)[C:62]([O:64]C)=[O:63])(C)C.FC(F)(S([O-])(=O)=O)C[O:72]C(=O)C(C)=C.C1([S+]2[C:93]3C=CC=[CH:97][C:92]=3[C:91]3C=CC=CC2=3)C=CC=CC=1, predict the reaction product. The product is: [C:92]([O:64][C:62](=[O:63])[CH2:61][O:72][C:23]1[CH:24]=[CH:25][CH:26]=[C:27]([O:11][CH2:10][C:9]([O:36][C:37]([CH3:38])([CH3:44])[CH3:46])=[O:8])[CH:28]=1)([CH3:91])([CH3:93])[CH3:97]. (3) Given the reactants [Cl:1][C:2]1[C:7]([C:8]2[C:9](=[O:34])[NH:10][C:11](=[O:33])[N:12]([CH2:14][CH2:15][CH2:16][N:17]3[CH2:22][C@H:21]4[C@:19]([C:23]5[CH:28]=[CH:27][C:26]([C:29]([F:32])([F:31])[F:30])=[CH:25][CH:24]=5)([CH2:20]4)[CH2:18]3)[CH:13]=2)=[CH:6][CH:5]=[C:4]([CH3:35])[N:3]=1.[ClH:36].O1CCOCC1, predict the reaction product. The product is: [ClH:1].[ClH:36].[Cl:1][C:2]1[C:7]([C:8]2[C:9](=[O:34])[NH:10][C:11](=[O:33])[N:12]([CH2:14][CH2:15][CH2:16][N:17]3[CH2:22][C@H:21]4[C@:19]([C:23]5[CH:28]=[CH:27][C:26]([C:29]([F:32])([F:31])[F:30])=[CH:25][CH:24]=5)([CH2:20]4)[CH2:18]3)[CH:13]=2)=[CH:6][CH:5]=[C:4]([CH3:35])[N:3]=1. (4) The product is: [CH3:40][N:39]([CH3:41])[CH2:38][CH2:37][N:36]([CH2:35][C:32]1[CH:31]=[CH:30][C:29]([NH:28][C:4]([C:6]2[C:7]3[N:8]=[CH:9][CH:10]=[N:11][C:12]=3[C:13]([C:16]3[C:17]([F:27])=[C:18]([O:25][CH3:26])[CH:19]=[C:20]([O:23][CH3:24])[C:21]=3[F:22])=[CH:14][CH:15]=2)=[O:3])=[N:34][CH:33]=1)[CH3:42]. Given the reactants C([O:3][C:4]([C:6]1[C:7]2[N:8]=[CH:9][CH:10]=[N:11][C:12]=2[C:13]([C:16]2[C:21]([F:22])=[C:20]([O:23][CH3:24])[CH:19]=[C:18]([O:25][CH3:26])[C:17]=2[F:27])=[CH:14][CH:15]=1)=O)C.[NH2:28][C:29]1[N:34]=[CH:33][C:32]([CH2:35][N:36]([CH3:42])[CH2:37][CH2:38][N:39]([CH3:41])[CH3:40])=[CH:31][CH:30]=1.C[Al](C)C.C([O-])(O)=O.[Na+], predict the reaction product. (5) Given the reactants [CH3:1][O:2][CH2:3]/[CH:4]=[CH:5]/[C:6]1[CH:15]=[C:14]([C:16]([O:18][CH3:19])=[O:17])[C:13]2[C:8](=[CH:9][CH:10]=[CH:11][CH:12]=2)[N:7]=1, predict the reaction product. The product is: [CH3:1][O:2][CH2:3][CH2:4][CH2:5][C:6]1[CH:15]=[C:14]([C:16]([O:18][CH3:19])=[O:17])[C:13]2[C:8](=[CH:9][CH:10]=[CH:11][CH:12]=2)[N:7]=1. (6) Given the reactants Cl[C:2]1[C:3]2[C:10]([C:11]3[CH:16]=[CH:15][C:14]([F:17])=[CH:13][CH:12]=3)=[C:9]([Cl:18])[S:8][C:4]=2[N:5]=[CH:6][N:7]=1.[F:19][C:20]1[CH:21]=[C:22]([CH:31]=[C:32]([F:34])[CH:33]=1)[CH2:23][N:24]1[CH2:29][CH2:28][CH:27]([NH2:30])[CH2:26][CH2:25]1, predict the reaction product. The product is: [F:19][C:20]1[CH:21]=[C:22]([CH:31]=[C:32]([F:34])[CH:33]=1)[CH2:23][N:24]1[CH2:25][CH2:26][CH:27]([NH:30][C:2]2[C:3]3[C:10]([C:11]4[CH:16]=[CH:15][C:14]([F:17])=[CH:13][CH:12]=4)=[C:9]([Cl:18])[S:8][C:4]=3[N:5]=[CH:6][N:7]=2)[CH2:28][CH2:29]1. (7) Given the reactants [Li]CCCC.CCCCCC.Br[C:13]1[CH:14]=[C:15]([CH:19]2[O:23][CH2:22][CH2:21][O:20]2)[S:16][C:17]=1[CH3:18].[Cl:24][C:25]1[CH:26]=[C:27]([CH:30]=[CH:31][CH:32]=1)[CH:28]=[O:29], predict the reaction product. The product is: [Cl:24][C:25]1[CH:26]=[C:27]([CH:28]([C:13]2[CH:14]=[C:15]([CH:19]3[O:23][CH2:22][CH2:21][O:20]3)[S:16][C:17]=2[CH3:18])[OH:29])[CH:30]=[CH:31][CH:32]=1. (8) Given the reactants Cl.[NH2:2][C:3]1[C:12]2[N:13]=[C:14]([CH2:26][CH2:27][O:28][CH3:29])[N:15]([CH2:16][CH2:17][NH:18]C(=O)OC(C)(C)C)[C:11]=2[C:10]2[N:9]=[CH:8][CH:7]=[CH:6][C:5]=2[N:4]=1.[Cl:30]CCl.CO, predict the reaction product. The product is: [ClH:30].[NH2:18][CH2:17][CH2:16][N:15]1[C:11]2[C:10]3[N:9]=[CH:8][CH:7]=[CH:6][C:5]=3[N:4]=[C:3]([NH2:2])[C:12]=2[N:13]=[C:14]1[CH2:26][CH2:27][O:28][CH3:29]. (9) Given the reactants [NH2:1][C:2]1[S:6][C:5]2[CH2:7][CH2:8][CH2:9][C:4]=2[C:3]=1[C:10]([NH2:12])=[O:11].[N+:13]([C:16]1[CH:21]=[CH:20][C:19]([S:22][CH2:23][C:24](O)=[O:25])=[CH:18][CH:17]=1)([O-:15])=[O:14].CCN=C=NCCCN(C)C.Cl.O, predict the reaction product. The product is: [N+:13]([C:16]1[CH:17]=[CH:18][C:19]([S:22][CH2:23][C:24]([NH:1][C:2]2[S:6][C:5]3[CH2:7][CH2:8][CH2:9][C:4]=3[C:3]=2[C:10]([NH2:12])=[O:11])=[O:25])=[CH:20][CH:21]=1)([O-:15])=[O:14]. (10) Given the reactants [Cl:1][C:2]1[CH:3]=[CH:4][C:5]([CH3:44])=[C:6]([C@@H:8]([C@@H:17]2[CH2:22][CH2:21][CH2:20][N:19]([C:23](=[O:43])[NH:24][CH2:25][C@@H:26]([N:34](C(OC(C)(C)C)=O)[CH3:35])[CH2:27][C@H:28]3[CH2:33][CH2:32][CH2:31][O:30][CH2:29]3)[CH2:18]2)[O:9][CH2:10][CH2:11][NH:12][C:13](=[O:16])[O:14][CH3:15])[CH:7]=1.C(O)(C(F)(F)F)=O.C(Cl)Cl, predict the reaction product. The product is: [Cl:1][C:2]1[CH:3]=[CH:4][C:5]([CH3:44])=[C:6]([C@@H:8]([C@@H:17]2[CH2:22][CH2:21][CH2:20][N:19]([C:23](=[O:43])[NH:24][CH2:25][C@@H:26]([NH:34][CH3:35])[CH2:27][C@H:28]3[CH2:33][CH2:32][CH2:31][O:30][CH2:29]3)[CH2:18]2)[O:9][CH2:10][CH2:11][NH:12][C:13](=[O:16])[O:14][CH3:15])[CH:7]=1.